Task: Predict the product of the given reaction.. Dataset: Forward reaction prediction with 1.9M reactions from USPTO patents (1976-2016) (1) Given the reactants [CH:1]1[C:10]2[C:5](=[CH:6][CH:7]=[C:8]([O:11][CH2:12][C:13]3[CH:21]=[CH:20][C:16]([C:17](O)=[O:18])=[CH:15][CH:14]=3)[CH:9]=2)[CH:4]=[CH:3][N:2]=1.F[P-](F)(F)(F)(F)F.N1(OC(N(C)C)=[N+](C)C)C2N=CC=CC=2N=N1.C(N(C(C)C)CC)(C)C.[CH3:55][S:56]([NH2:59])(=[O:58])=[O:57], predict the reaction product. The product is: [CH:1]1[C:10]2[C:5](=[CH:6][CH:7]=[C:8]([O:11][CH2:12][C:13]3[CH:21]=[CH:20][C:16]([C:17]([NH:59][S:56]([CH3:55])(=[O:58])=[O:57])=[O:18])=[CH:15][CH:14]=3)[CH:9]=2)[CH:4]=[CH:3][N:2]=1. (2) Given the reactants [Si:1]([O:8][CH2:9][C@@H:10]1[NH:16][C:15]2[N:17]([CH3:26])[N:18]=[C:19]([C:20]3[CH:25]=[CH:24][CH:23]=[CH:22][N:21]=3)[C:14]=2[C@H:13](OC(=O)C2C=CC=C(C)C=2)[S:12][CH2:11]1)([C:4]([CH3:7])([CH3:6])[CH3:5])([CH3:3])[CH3:2].[CH3:37][C:38]1[C:43]([NH2:44])=[CH:42][CH:41]=[CH:40][N:39]=1.[CH3:45][Si]([N-][Si](C)(C)C)(C)C.[Li+].[CH3:55][CH2:56][CH2:57][CH2:58][CH2:59][CH3:60].C1C[O:64][CH2:63]C1, predict the reaction product. The product is: [Si:1]([O:8][CH2:9][C@@H:10]1[NH:16][C:15]2[N:17]([CH3:26])[N:18]=[C:19]([C:20]3[CH:25]=[CH:24][CH:23]=[CH:22][N:21]=3)[C:14]=2[C@@H:13]([C:57]2[C:56]([CH3:45])=[CH:55][CH:60]=[CH:59][C:58]=2[C:63]([NH:44][C:43]2[C:38]([CH3:37])=[N:39][CH:40]=[CH:41][CH:42]=2)=[O:64])[S:12][CH2:11]1)([C:4]([CH3:6])([CH3:5])[CH3:7])([CH3:3])[CH3:2]. (3) Given the reactants [C:1]([O-:4])([O-])=O.[K+].[K+].[Cl:7][C:8]1[C:18]2[N:17]3[CH2:19][CH2:20][CH2:21][C@@H:22]([NH:23][C:24](=O)[C:25](F)(F)F)[C@H:16]3[C:15]3[CH:30]=[CH:31][CH:32]=[CH:33][C:14]=3[O:13][C:12]=2[CH:11]=[CH:10][C:9]=1[Cl:34], predict the reaction product. The product is: [Cl:7][C:8]1[C:18]2[N:17]3[CH2:19][CH2:20][CH2:21][C@@H:22]([NH:23][CH2:24][CH2:25][O:4][CH3:1])[C@H:16]3[C:15]3[CH:30]=[CH:31][CH:32]=[CH:33][C:14]=3[O:13][C:12]=2[CH:11]=[CH:10][C:9]=1[Cl:34]. (4) Given the reactants Br[C:2]1[CH:14]=[C:13]([CH3:15])[C:12]([O:16][C:17]2[N:21]([CH3:22])[N:20]=[C:19]([CH3:23])[C:18]=2[CH3:24])=[CH:11][C:3]=1[O:4][C@@H:5]([CH3:10])[C:6]([O:8]C)=[O:7].[C:25]([C:27]1[CH:32]=[CH:31][C:30](OB(O)O)=[CH:29][CH:28]=1)#[N:26].[F-].[K+].C(#N)C, predict the reaction product. The product is: [C:25]([C:27]1[CH:32]=[CH:31][C:30]([C:2]2[CH:14]=[C:13]([CH3:15])[C:12]([O:16][C:17]3[N:21]([CH3:22])[N:20]=[C:19]([CH3:23])[C:18]=3[CH3:24])=[CH:11][C:3]=2[O:4][C@@H:5]([CH3:10])[C:6]([OH:8])=[O:7])=[CH:29][CH:28]=1)#[N:26].